Task: Regression/Classification. Given a drug SMILES string, predict its absorption, distribution, metabolism, or excretion properties. Task type varies by dataset: regression for continuous measurements (e.g., permeability, clearance, half-life) or binary classification for categorical outcomes (e.g., BBB penetration, CYP inhibition). Dataset: cyp1a2_veith.. Dataset: CYP1A2 inhibition data for predicting drug metabolism from PubChem BioAssay (1) The result is 0 (non-inhibitor). The drug is COc1ccc(C(=O)CN2C(=O)NC(C)(c3ccccc3)C2=O)cc1OC. (2) The molecule is Cc1sc(NC(=O)C2CCCCC2C(=O)O)c(C(N)=O)c1-c1ccc(C(C)(C)C)cc1. The result is 0 (non-inhibitor). (3) The drug is Cc1nn(S(=O)(=O)c2cccs2)c(C)c1Sc1ccc([N+](=O)[O-])cc1. The result is 0 (non-inhibitor).